Regression. Given two drug SMILES strings and cell line genomic features, predict the synergy score measuring deviation from expected non-interaction effect. From a dataset of NCI-60 drug combinations with 297,098 pairs across 59 cell lines. (1) Drug 1: CC1C(C(CC(O1)OC2CC(OC(C2O)C)OC3=CC4=CC5=C(C(=O)C(C(C5)C(C(=O)C(C(C)O)O)OC)OC6CC(C(C(O6)C)O)OC7CC(C(C(O7)C)O)OC8CC(C(C(O8)C)O)(C)O)C(=C4C(=C3C)O)O)O)O. Drug 2: COC1=NC(=NC2=C1N=CN2C3C(C(C(O3)CO)O)O)N. Cell line: EKVX. Synergy scores: CSS=21.4, Synergy_ZIP=-7.37, Synergy_Bliss=-3.31, Synergy_Loewe=-33.1, Synergy_HSA=-4.73. (2) Synergy scores: CSS=10.9, Synergy_ZIP=-12.0, Synergy_Bliss=-8.32, Synergy_Loewe=-20.2, Synergy_HSA=-7.10. Drug 1: CN(C)N=NC1=C(NC=N1)C(=O)N. Cell line: NCI-H522. Drug 2: C1=NC2=C(N=C(N=C2N1C3C(C(C(O3)CO)O)F)Cl)N. (3) Drug 1: CC1=C(C=C(C=C1)C(=O)NC2=CC(=CC(=C2)C(F)(F)F)N3C=C(N=C3)C)NC4=NC=CC(=N4)C5=CN=CC=C5. Drug 2: C1=CC=C(C=C1)NC(=O)CCCCCCC(=O)NO. Cell line: HS 578T. Synergy scores: CSS=1.87, Synergy_ZIP=2.23, Synergy_Bliss=9.25, Synergy_Loewe=-5.52, Synergy_HSA=1.15. (4) Drug 1: CN1C(=O)N2C=NC(=C2N=N1)C(=O)N. Drug 2: CC(C)NC(=O)C1=CC=C(C=C1)CNNC.Cl. Cell line: SK-OV-3. Synergy scores: CSS=-0.953, Synergy_ZIP=2.00, Synergy_Bliss=2.67, Synergy_Loewe=0.996, Synergy_HSA=-0.766. (5) Drug 1: CC1=C(C(=CC=C1)Cl)NC(=O)C2=CN=C(S2)NC3=CC(=NC(=N3)C)N4CCN(CC4)CCO. Drug 2: CC1C(C(CC(O1)OC2CC(CC3=C2C(=C4C(=C3O)C(=O)C5=C(C4=O)C(=CC=C5)OC)O)(C(=O)CO)O)N)O.Cl. Cell line: K-562. Synergy scores: CSS=78.6, Synergy_ZIP=-3.68, Synergy_Bliss=-9.77, Synergy_Loewe=-10.5, Synergy_HSA=-7.18. (6) Drug 1: C1CCN(CC1)CCOC2=CC=C(C=C2)C(=O)C3=C(SC4=C3C=CC(=C4)O)C5=CC=C(C=C5)O. Drug 2: N.N.Cl[Pt+2]Cl. Cell line: KM12. Synergy scores: CSS=-7.54, Synergy_ZIP=1.62, Synergy_Bliss=-0.657, Synergy_Loewe=-5.45, Synergy_HSA=-6.43.